This data is from NCI-60 drug combinations with 297,098 pairs across 59 cell lines. The task is: Regression. Given two drug SMILES strings and cell line genomic features, predict the synergy score measuring deviation from expected non-interaction effect. (1) Drug 1: CCC1(CC2CC(C3=C(CCN(C2)C1)C4=CC=CC=C4N3)(C5=C(C=C6C(=C5)C78CCN9C7C(C=CC9)(C(C(C8N6C=O)(C(=O)OC)O)OC(=O)C)CC)OC)C(=O)OC)O.OS(=O)(=O)O. Drug 2: CN1C(=O)N2C=NC(=C2N=N1)C(=O)N. Cell line: SF-268. Synergy scores: CSS=21.6, Synergy_ZIP=6.84, Synergy_Bliss=10.5, Synergy_Loewe=-7.46, Synergy_HSA=7.03. (2) Drug 1: C1=CC(=C2C(=C1NCCNCCO)C(=O)C3=C(C=CC(=C3C2=O)O)O)NCCNCCO. Drug 2: CC1=C(C(=CC=C1)Cl)NC(=O)C2=CN=C(S2)NC3=CC(=NC(=N3)C)N4CCN(CC4)CCO. Cell line: A549. Synergy scores: CSS=64.3, Synergy_ZIP=0.813, Synergy_Bliss=2.34, Synergy_Loewe=4.63, Synergy_HSA=7.35. (3) Drug 1: C1=NC2=C(N=C(N=C2N1C3C(C(C(O3)CO)O)O)F)N. Drug 2: C1CNP(=O)(OC1)N(CCCl)CCCl. Cell line: SK-MEL-5. Synergy scores: CSS=-0.199, Synergy_ZIP=-0.424, Synergy_Bliss=-1.14, Synergy_Loewe=1.09, Synergy_HSA=-2.23. (4) Drug 1: COC1=C(C=C2C(=C1)N=CN=C2NC3=CC(=C(C=C3)F)Cl)OCCCN4CCOCC4. Synergy scores: CSS=54.3, Synergy_ZIP=-0.181, Synergy_Bliss=3.07, Synergy_Loewe=-23.4, Synergy_HSA=3.01. Cell line: OVCAR-5. Drug 2: CC(C)NC(=O)C1=CC=C(C=C1)CNNC.Cl. (5) Drug 1: CC1=C2C(C(=O)C3(C(CC4C(C3C(C(C2(C)C)(CC1OC(=O)C(C(C5=CC=CC=C5)NC(=O)C6=CC=CC=C6)O)O)OC(=O)C7=CC=CC=C7)(CO4)OC(=O)C)O)C)OC(=O)C. Drug 2: C#CCC(CC1=CN=C2C(=N1)C(=NC(=N2)N)N)C3=CC=C(C=C3)C(=O)NC(CCC(=O)O)C(=O)O. Cell line: SK-OV-3. Synergy scores: CSS=31.5, Synergy_ZIP=3.42, Synergy_Bliss=2.91, Synergy_Loewe=-18.7, Synergy_HSA=0.843.